This data is from Reaction yield outcomes from USPTO patents with 853,638 reactions. The task is: Predict the reaction yield, written as a fraction of the theoretical maximum amount of product (1.0 means a 100% yield; for example, 0.34 means a 34% yield). (1) The reactants are [C:1]([O:5][C:6]([N:8]1[CH2:15][C:14]2[C:10](=[N:11][NH:12][C:13]=2[NH2:16])[CH2:9]1)=[O:7])([CH3:4])([CH3:3])[CH3:2].O/[CH:18]=[C:19](\[CH3:23])/[C:20](=O)[CH3:21]. The catalyst is CC(O)=O. The product is [C:1]([O:5][C:6]([N:8]1[CH2:15][C:14]2=[C:13]3[N:12]([N:11]=[C:10]2[CH2:9]1)[C:20]([CH3:21])=[C:19]([CH3:23])[CH:18]=[N:16]3)=[O:7])([CH3:4])([CH3:2])[CH3:3]. The yield is 0.110. (2) The reactants are Br[C:2]1[CH:7]=[CH:6][C:5]([N+:8]([O-:10])=[O:9])=[CH:4][N:3]=1.[C:11]1(B(O)O)[CH:16]=[CH:15][CH:14]=[CH:13][CH:12]=1.[O-]P([O-])([O-])=O.[K+].[K+].[K+]. The catalyst is O1CCOCC1.O.C1C=CC([P]([Pd]([P](C2C=CC=CC=2)(C2C=CC=CC=2)C2C=CC=CC=2)([P](C2C=CC=CC=2)(C2C=CC=CC=2)C2C=CC=CC=2)[P](C2C=CC=CC=2)(C2C=CC=CC=2)C2C=CC=CC=2)(C2C=CC=CC=2)C2C=CC=CC=2)=CC=1. The product is [N+:8]([C:5]1[CH:6]=[CH:7][C:2]([C:11]2[CH:16]=[CH:15][CH:14]=[CH:13][CH:12]=2)=[N:3][CH:4]=1)([O-:10])=[O:9]. The yield is 0.850. (3) The reactants are [Cl:1][C:2]1[N:27]=[C:26]([Cl:28])[CH:25]=[C:24]([CH3:29])[C:3]=1[C:4]([NH:6][CH2:7][CH2:8][C@H:9]([N:11]1[CH2:16][CH2:15][CH:14]([NH:17][CH2:18][C:19]2[CH:23]=[CH:22][S:21][CH:20]=2)[CH2:13][CH2:12]1)[CH3:10])=[O:5].CCN(C(C)C)C(C)C.C([O:42][CH2:43][C:44](Cl)=[O:45])(=O)C.C([O-])(O)=O.[Na+]. The catalyst is ClCCCl. The product is [Cl:1][C:2]1[N:27]=[C:26]([Cl:28])[CH:25]=[C:24]([CH3:29])[C:3]=1[C:4]([NH:6][CH2:7][CH2:8][C@H:9]([N:11]1[CH2:16][CH2:15][CH:14]([N:17]([C:43](=[O:42])[CH2:44][OH:45])[CH2:18][C:19]2[CH:23]=[CH:22][S:21][CH:20]=2)[CH2:13][CH2:12]1)[CH3:10])=[O:5]. The yield is 0.410. (4) The reactants are [Cl:1][C:2]1[CH:3]=[C:4]([C:12]([O:14]C)=[O:13])[CH:5]=[C:6]([CH:11]=1)[C:7]([O:9][CH3:10])=[O:8].[OH-].[Na+]. The catalyst is CO. The product is [Cl:1][C:2]1[CH:3]=[C:4]([CH:5]=[C:6]([C:7]([O:9][CH3:10])=[O:8])[CH:11]=1)[C:12]([OH:14])=[O:13]. The yield is 0.750. (5) The reactants are C[C:2]1(C)[C:14]2[CH:13]=[C:12]([NH:15][C:16]3[CH:21]=[CH:20][CH:19]=[CH:18][C:17]=3Br)[CH:11]=C[C:9]=2[C:8]2[C:3]1=[CH:4][CH:5]=[CH:6][CH:7]=2.[C:24]([O-])(=O)[CH3:25].[K+].[CH3:29]N(C=O)C.O. The catalyst is C1C=CC([P]([Pd]([P](C2C=CC=CC=2)(C2C=CC=CC=2)C2C=CC=CC=2)([P](C2C=CC=CC=2)(C2C=CC=CC=2)C2C=CC=CC=2)[P](C2C=CC=CC=2)(C2C=CC=CC=2)C2C=CC=CC=2)(C2C=CC=CC=2)C2C=CC=CC=2)=CC=1.C1(C)C=CC=CC=1. The product is [CH3:29][C:24]1([CH3:25])[C:11]2[C:12]([N:15]=[C:16]3[C:21]=2[CH:20]=[CH:19][CH:18]=[CH:17]3)=[CH:13][C:14]2[CH:2]=[C:3]3[C:8]([C:9]1=2)=[CH:7][CH2:6][CH:5]=[CH:4]3. The yield is 0.552. (6) The reactants are ClC1C=C(NN=C(Cl)S(C)(=O)=O)C=CC=1.IC1C=CC(N2CCC=C(N3CCOCC3)C2=O)=CC=1.C(N(CC)CC)C.[Cl:43][C:44]1[CH:45]=[C:46]([N:50]2[C:54]3(N4CCOCC4)[C:55](=[O:66])[N:56]([C:59]4[CH:64]=[CH:63][C:62]([I:65])=[CH:61][CH:60]=4)[CH2:57][CH2:58][CH:53]3[C:52]([S:73]([CH3:76])(=[O:75])=[O:74])=[N:51]2)[CH:47]=[CH:48][CH:49]=1. The catalyst is C1(C)C=CC=CC=1. The product is [Cl:43][C:44]1[CH:45]=[C:46]([N:50]2[C:54]3[C:55](=[O:66])[N:56]([C:59]4[CH:60]=[CH:61][C:62]([I:65])=[CH:63][CH:64]=4)[CH2:57][CH2:58][C:53]=3[C:52]([S:73]([CH3:76])(=[O:75])=[O:74])=[N:51]2)[CH:47]=[CH:48][CH:49]=1. The yield is 0.640. (7) The catalyst is CN1C(=O)CCC1. The reactants are [F:1][C:2]1[CH:7]=[C:6]([F:8])[CH:5]=[CH:4][C:3]=1[N:9]1[C:13]([C:14]2[S:23][C:22]3[C:21]4[N:24]=[C:25]([C:28]5[CH:29]=[N:30][C:31](F)=[CH:32][CH:33]=5)[CH:26]=[CH:27][C:20]=4[O:19][CH2:18][CH2:17][C:16]=3[CH:15]=2)=[N:12][CH:11]=[N:10]1.CS(CCN)(=O)=[O:37].[CH3:42][CH2:43][N:44](C(C)C)C(C)C. The product is [F:1][C:2]1[CH:7]=[C:6]([F:8])[CH:5]=[CH:4][C:3]=1[N:9]1[C:13]([C:14]2[S:23][C:22]3[C:21]4[N:24]=[C:25]([C:28]5[CH:33]=[CH:32][C:31]([NH:44][CH2:43][CH2:42][OH:37])=[N:30][CH:29]=5)[CH:26]=[CH:27][C:20]=4[O:19][CH2:18][CH2:17][C:16]=3[CH:15]=2)=[N:12][CH:11]=[N:10]1. The yield is 0.140. (8) The reactants are Br[C:2]1[CH:3]=[C:4]2[C:9](=[N:10][C:11]=1[N:12]1[CH2:17][CH2:16][O:15][CH2:14][CH2:13]1)[N:8]([C@@H:18]([CH:28]([CH3:30])[CH3:29])[CH2:19][O:20][Si:21]([C:24]([CH3:27])([CH3:26])[CH3:25])([CH3:23])[CH3:22])[CH:7]=[C:6]([C:31]([O:33][CH2:34][CH3:35])=[O:32])[C:5]2=[O:36].[F:37][C:38]1[CH:45]=[CH:44][C:41]([CH2:42][NH2:43])=[CH:40][CH:39]=1.C1C=CC(P(C2C(C3C(P(C4C=CC=CC=4)C4C=CC=CC=4)=CC=C4C=3C=CC=C4)=C3C(C=CC=C3)=CC=2)C2C=CC=CC=2)=CC=1. The product is [Si:21]([O:20][CH2:19][C@@H:18]([N:8]1[C:9]2[C:4](=[CH:3][C:2]([NH:43][CH2:42][C:41]3[CH:44]=[CH:45][C:38]([F:37])=[CH:39][CH:40]=3)=[C:11]([N:12]3[CH2:17][CH2:16][O:15][CH2:14][CH2:13]3)[N:10]=2)[C:5](=[O:36])[C:6]([C:31]([O:33][CH2:34][CH3:35])=[O:32])=[CH:7]1)[CH:28]([CH3:30])[CH3:29])([C:24]([CH3:27])([CH3:26])[CH3:25])([CH3:23])[CH3:22]. The yield is 0.700. The catalyst is C1(C)C=CC=CC=1. (9) The reactants are C(OC([N:11]1[CH2:15][CH2:14][CH2:13][C:12]1([C:23](=[O:36])[NH:24][C@@H:25]([C@H:30]([O:32][C:33](=[O:35])[CH3:34])[CH3:31])[C:26]([O:28][CH3:29])=[O:27])[CH2:16][C:17]1[CH:22]=[CH:21][CH:20]=[CH:19][CH:18]=1)=O)C1C=CC=CC=1. The catalyst is C(O)C.[Pd]. The product is [C:33]([O:32][C@H:30]([CH3:31])[C@H:25]([NH:24][C:23]([C:12]1([CH2:16][C:17]2[CH:22]=[CH:21][CH:20]=[CH:19][CH:18]=2)[CH2:13][CH2:14][CH2:15][NH:11]1)=[O:36])[C:26]([O:28][CH3:29])=[O:27])(=[O:35])[CH3:34]. The yield is 0.750.